Dataset: HIV replication inhibition screening data with 41,000+ compounds from the AIDS Antiviral Screen. Task: Binary Classification. Given a drug SMILES string, predict its activity (active/inactive) in a high-throughput screening assay against a specified biological target. (1) The drug is COc1ccc(N=Nc2ccc3oc(=O)c(C(=O)Nc4ccc(OC)cc4)cc3c2)cc1. The result is 0 (inactive). (2) The compound is O=[N+]([O-])N1C2OC3OC2N([N+](=O)[O-])C2OC3OC21. The result is 0 (inactive). (3) The molecule is O=C1OCC2C1C1c3ccccc3C(O)c3ccccc3C21. The result is 0 (inactive).